From a dataset of Full USPTO retrosynthesis dataset with 1.9M reactions from patents (1976-2016). Predict the reactants needed to synthesize the given product. (1) The reactants are: [OH:1][CH2:2][C@H:3]1[CH2:14][CH2:13][C:12]2[S:11][C:10]3[N:9]=[CH:8][N:7]=[C:6]([O:15][CH:16]4[CH2:21][CH2:20][C:19](=[O:22])[CH2:18][CH2:17]4)[C:5]=3[C:4]1=2.[CH3:23][S:24](Cl)(=[O:26])=[O:25].C(N(CC)CC)C. Given the product [CH3:23][S:24]([O:1][CH2:2][C@H:3]1[CH2:14][CH2:13][C:12]2[S:11][C:10]3[N:9]=[CH:8][N:7]=[C:6]([O:15][CH:16]4[CH2:21][CH2:20][C:19](=[O:22])[CH2:18][CH2:17]4)[C:5]=3[C:4]1=2)(=[O:26])=[O:25], predict the reactants needed to synthesize it. (2) Given the product [ClH:46].[CH3:24][N:25]1[C:29]2[CH:30]=[N:31][CH:32]=[C:33]3[C:34](=[O:45])[C@@H:35]([CH:37]4[CH:42]5[CH2:41][CH2:40][N:39]([CH2:44][CH2:43]5)[CH2:38]4)[CH2:36][C:27]([C:28]=23)=[N:26]1, predict the reactants needed to synthesize it. The reactants are: CN1C2C=CC=C(C([O-])=O)C=2C(CN[C@@H]2C3CCN(CC3)C2)=N1.[CH3:24][N:25]1[C:29]2[CH:30]=[N:31][CH:32]=[C:33]3[C:34](=[O:45])[C@H:35]([CH:37]4[CH:42]5[CH2:43][CH2:44][N:39]([CH2:40][CH2:41]5)[CH2:38]4)[CH2:36][C:27]([C:28]=23)=[N:26]1.[ClH:46]. (3) Given the product [C:1]1([C@H:7]2[CH2:11][O:10][CH2:9][C@H:8]2[NH2:12])[CH:2]=[CH:3][CH:4]=[CH:5][CH:6]=1, predict the reactants needed to synthesize it. The reactants are: [C:1]1([C@H:7]2[CH2:11][O:10][CH2:9][C@H:8]2[NH:12]CC2C=CC=CC=2)[CH:6]=[CH:5][CH:4]=[CH:3][CH:2]=1. (4) Given the product [CH2:42]([O:41][C:39](=[O:48])[O:40][C:9]1[N:8]([CH2:1][C:2]2[CH:3]=[CH:4][CH:5]=[CH:6][CH:7]=2)[C:19]2[C:11](=[C:12]([OH:31])[C:13]3[C:14](=[O:30])[N:15]([CH2:22][C:23]4[CH:28]=[CH:27][C:26]([F:29])=[CH:25][CH:24]=4)[C:16](=[O:21])[C:17]=3[CH:18]=2)[N:10]=1)[CH3:43], predict the reactants needed to synthesize it. The reactants are: [CH2:1]([N:8]1[C:19]2[C:11](=[C:12]([OH:31])[C:13]3[C:14](=[O:30])[N:15]([CH2:22][C:23]4[CH:28]=[CH:27][C:26]([F:29])=[CH:25][CH:24]=4)[C:16](=[O:21])[C:17]=3[C:18]=2O)[N:10]=[CH:9]1)[C:2]1[CH:7]=[CH:6][CH:5]=[CH:4][CH:3]=1.N1C=CC=CC=1.Cl[C:39]([O:41][CH2:42][CH3:43])=[O:40].CN(C=[O:48])C.